Task: Regression. Given a peptide amino acid sequence and an MHC pseudo amino acid sequence, predict their binding affinity value. This is MHC class II binding data.. Dataset: Peptide-MHC class II binding affinity with 134,281 pairs from IEDB (1) The peptide sequence is RVYCDPCRAGFETNV. The MHC is DRB1_0901 with pseudo-sequence DRB1_0901. The binding affinity (normalized) is 0.355. (2) The peptide sequence is SLFFSAQPFEITAST. The MHC is HLA-DPA10201-DPB10501 with pseudo-sequence HLA-DPA10201-DPB10501. The binding affinity (normalized) is 0.325. (3) The peptide sequence is VFLGSAYGIPKVPPG. The MHC is DRB1_1001 with pseudo-sequence DRB1_1001. The binding affinity (normalized) is 0.0785. (4) The peptide sequence is AATGAATAATGGYKV. The MHC is HLA-DPA10103-DPB10401 with pseudo-sequence HLA-DPA10103-DPB10401. The binding affinity (normalized) is 0. (5) The peptide sequence is LIGNGGAGGAGGVGA. The MHC is DRB1_1501 with pseudo-sequence DRB1_1501. The binding affinity (normalized) is 0.107. (6) The peptide sequence is GAIWRIDPKKPLKGP. The MHC is DRB1_0401 with pseudo-sequence DRB1_0401. The binding affinity (normalized) is 0.278.